From a dataset of Full USPTO retrosynthesis dataset with 1.9M reactions from patents (1976-2016). Predict the reactants needed to synthesize the given product. (1) Given the product [C:43]1([C:33]2[N:34]=[C:35]([C:37]3[CH:38]=[CH:39][CH:40]=[CH:41][CH:42]=3)[N:36]=[C:31]([N:12]3[C:13]4[CH:1]=[CH:2][C:3]([P:14](=[O:27])([C:15]5[CH:20]=[CH:19][CH:18]=[CH:17][CH:16]=5)[C:21]5[CH:22]=[CH:23][CH:24]=[CH:25][CH:26]=5)=[CH:4][C:5]=4[C:6]4[C:11]3=[CH:10][CH:9]=[CH:8][CH:7]=4)[N:32]=2)[CH:48]=[CH:47][CH:46]=[CH:45][CH:44]=1, predict the reactants needed to synthesize it. The reactants are: [CH:1]1[C:13]2[NH:12][C:11]3[C:6](=[CH:7][CH:8]=[CH:9][CH:10]=3)[C:5]=2[CH:4]=[C:3]([P:14](=[O:27])([C:21]2[CH:26]=[CH:25][CH:24]=[CH:23][CH:22]=2)[C:15]2[CH:20]=[CH:19][CH:18]=[CH:17][CH:16]=2)[CH:2]=1.[H-].[Na+].Cl[C:31]1[N:36]=[C:35]([C:37]2[CH:42]=[CH:41][CH:40]=[CH:39][CH:38]=2)[N:34]=[C:33]([C:43]2[CH:48]=[CH:47][CH:46]=[CH:45][CH:44]=2)[N:32]=1. (2) Given the product [CH3:40][O:39][C:36]1[CH:37]=[CH:38][C:33]([CH2:32][C:10]2[C:11](=[O:13])[N:21]([C:16]3[CH:17]=[CH:18][CH:19]=[CH:20][C:15]=3[CH3:23])[N:22]=[C:1]([C:2]3[CH:3]=[CH:4][CH:5]=[CH:6][CH:7]=3)[CH:9]=2)=[CH:34][CH:35]=1, predict the reactants needed to synthesize it. The reactants are: [C:1]([CH2:9][CH2:10][C:11]([OH:13])=O)(=O)[C:2]1[CH:7]=[CH:6][CH:5]=[CH:4][CH:3]=1.Cl.[C:15]1([CH3:23])[CH:20]=[CH:19][CH:18]=[CH:17][C:16]=1[NH:21][NH2:22].C([N-]C(C)C)(C)C.[Li+].[CH:32](=O)[C:33]1[CH:38]=[CH:37][C:36]([O:39][CH3:40])=[CH:35][CH:34]=1. (3) Given the product [ClH:27].[C:1]([C:5]1[S:6][CH:7]=[C:8](/[CH:10]=[CH:11]/[C:12]2[C:13]([OH:23])=[N:14][N:15]([C:17]3[CH:22]=[CH:21][CH:20]=[CH:19][CH:18]=3)[CH:16]=2)[N:9]=1)([CH3:4])([CH3:2])[CH3:3], predict the reactants needed to synthesize it. The reactants are: [C:1]([C:5]1[S:6][CH:7]=[C:8](/[CH:10]=[CH:11]/[C:12]2[C:13]([O:23]COC)=[N:14][N:15]([C:17]3[CH:22]=[CH:21][CH:20]=[CH:19][CH:18]=3)[CH:16]=2)[N:9]=1)([CH3:4])([CH3:3])[CH3:2].[ClH:27]. (4) The reactants are: [CH2:1]([O:8][C@@H:9]1[CH2:14][C@H:13]([O:15][C:16]2[C:21]([F:22])=[CH:20][C:19]([S:23]([N:26](CC3C=CC(OC)=CC=3OC)[C:27]3[CH:32]=[CH:31][N:30]=[CH:29][N:28]=3)(=[O:25])=[O:24])=[C:18]([F:44])[CH:17]=2)[C@@H:12]([C:45]2[N:49]([CH3:50])[N:48]=[CH:47][CH:46]=2)[CH2:11][CH2:10]1)[C:2]1[CH:7]=[CH:6][CH:5]=[CH:4][CH:3]=1.C([SiH](CC)CC)C.FC(F)(F)C(O)=O. Given the product [CH2:1]([O:8][C@@H:9]1[CH2:14][C@H:13]([O:15][C:16]2[C:21]([F:22])=[CH:20][C:19]([S:23]([NH:26][C:27]3[CH:32]=[CH:31][N:30]=[CH:29][N:28]=3)(=[O:24])=[O:25])=[C:18]([F:44])[CH:17]=2)[C@@H:12]([C:45]2[N:49]([CH3:50])[N:48]=[CH:47][CH:46]=2)[CH2:11][CH2:10]1)[C:2]1[CH:7]=[CH:6][CH:5]=[CH:4][CH:3]=1, predict the reactants needed to synthesize it. (5) Given the product [CH3:33][C@@H:4]1[CH2:5][CH:6]([C@H:8]([NH:19][C:20]([O:46][CH3:45])=[O:52])[C:9]([O:11][CH2:12][C:13]2[CH:14]=[CH:15][CH:16]=[CH:17][CH:18]=2)=[O:10])[CH2:7][C@@H:2]([CH3:1])[O:3]1, predict the reactants needed to synthesize it. The reactants are: [CH3:1][C@@H:2]1[CH2:7][CH:6]([C@H:8]([N:19]=[C:20](C2C=CC=CC=2)C2C=CC=CC=2)[C:9]([O:11][CH2:12][C:13]2[CH:18]=[CH:17][CH:16]=[CH:15][CH:14]=2)=[O:10])[CH2:5][C@@H:4]([CH3:33])[O:3]1.Cl.CCN(C(C)C)C(C)C.Cl[C:45](OC)=[O:46].C1C[O:52]CC1. (6) Given the product [P:75]([OH:79])([OH:78])([OH:77])=[O:76].[CH3:1][C:2]1[C:10]2[N:9]=[C:8]([C:11]3[C:12]([CH3:28])=[N:13][C:14]([NH:17][CH2:18][CH2:19][CH2:20][CH:21]4[CH2:22][CH2:23][N:24]([CH3:27])[CH2:25][CH2:26]4)=[N:15][CH:16]=3)[NH:7][C:6]=2[CH:5]=[C:4]([CH3:29])[CH:3]=1, predict the reactants needed to synthesize it. The reactants are: [CH3:1][C:2]1[C:10]2[N:9]=[C:8]([C:11]3[C:12]([CH3:28])=[N:13][C:14]([NH:17][CH2:18][CH2:19][CH2:20][CH:21]4[CH2:26][CH2:25][N:24]([CH3:27])[CH2:23][CH2:22]4)=[N:15][CH:16]=3)[NH:7][C:6]=2[CH:5]=[C:4]([CH3:29])[CH:3]=1.O.O.O.O.OC(C(O)C(O)=O)C(O)=O.CC1C2N=C(C3C(C)=NC(NCCCC4CCN(C)CC4)=NC=3)NC=2C=C(C)C=1.CO.[P:75](=[O:79])([OH:78])([OH:77])[OH:76].